This data is from Forward reaction prediction with 1.9M reactions from USPTO patents (1976-2016). The task is: Predict the product of the given reaction. (1) Given the reactants Br[C:2]1[CH:26]=[CH:25][C:5]2[N:6]([C:21]([CH3:24])([CH3:23])[CH3:22])[C:7]([C:9]3[CH:14]=[CH:13][CH:12]=[CH:11][C:10]=3[C:15]3[O:19][C:18](=[O:20])[NH:17][N:16]=3)=[N:8][C:4]=2[CH:3]=1.[NH2:27][C:28]1[N:33]=[CH:32][C:31](B2OC(C)(C)C(C)(C)O2)=[CH:30][N:29]=1.C([O-])([O-])=O.[Na+].[Na+], predict the reaction product. The product is: [NH2:27][C:28]1[N:33]=[CH:32][C:31]([C:2]2[CH:26]=[CH:25][C:5]3[N:6]([C:21]([CH3:22])([CH3:24])[CH3:23])[C:7]([C:9]4[CH:14]=[CH:13][CH:12]=[CH:11][C:10]=4[C:15]4[O:19][C:18](=[O:20])[NH:17][N:16]=4)=[N:8][C:4]=3[CH:3]=2)=[CH:30][N:29]=1. (2) Given the reactants [F:1][C:2]1[CH:3]=[C:4]([C:16]2[CH:21]=[CH:20][C:19]([C:22]3[CH:27]=[CH:26][N:25]=[CH:24][C:23]=3[NH:28][S:29]([CH:32]([CH3:34])[CH3:33])(=[O:31])=[O:30])=[CH:18][CH:17]=2)[CH:5]=[C:6]([F:15])[C:7]=1[O:8]C(=O)C(C)(C)C.[OH-].[Na+].Cl, predict the reaction product. The product is: [F:1][C:2]1[CH:3]=[C:4]([C:16]2[CH:21]=[CH:20][C:19]([C:22]3[CH:27]=[CH:26][N:25]=[CH:24][C:23]=3[NH:28][S:29]([CH:32]([CH3:34])[CH3:33])(=[O:30])=[O:31])=[CH:18][CH:17]=2)[CH:5]=[C:6]([F:15])[C:7]=1[OH:8]. (3) Given the reactants [N:1]1[N:2]([C:6]2[CH:29]=[CH:28][CH:27]=[CH:26][C:7]=2[C:8]([N:10]2[C@H:15]([CH3:16])[CH2:14][CH2:13][C@@H:12]([O:17][C:18]3[N:25]=[CH:24][CH:23]=[CH:22][C:19]=3[CH:20]=[O:21])[CH2:11]2)=[O:9])[N:3]=[CH:4][CH:5]=1.[CH3:30][Mg]Br, predict the reaction product. The product is: [CH3:16][C@H:15]1[N:10]([C:8]([C:7]2[CH:26]=[CH:27][CH:28]=[CH:29][C:6]=2[N:2]2[N:3]=[CH:4][CH:5]=[N:1]2)=[O:9])[CH2:11][C@H:12]([O:17][C:18]2[C:19]([C@H:20]([OH:21])[CH3:30])=[CH:22][CH:23]=[CH:24][N:25]=2)[CH2:13][CH2:14]1.